Dataset: Forward reaction prediction with 1.9M reactions from USPTO patents (1976-2016). Task: Predict the product of the given reaction. (1) Given the reactants [NH2:1][C@H:2]1[CH2:7][CH2:6][C@H:5]([NH:8][C:9]2[CH:14]=[C:13]([C:15]3[N:20]=[C:19]([O:21][CH2:22][C:23]4([C:29]#[N:30])[CH2:28][CH2:27][O:26][CH2:25][CH2:24]4)[CH:18]=[N:17][CH:16]=3)[C:12]([Cl:31])=[CH:11][N:10]=2)[CH2:4][CH2:3]1.C(N(C(C)C)CC)(C)C.Br[CH2:42][CH2:43][F:44], predict the reaction product. The product is: [Cl:31][C:12]1[C:13]([C:15]2[N:20]=[C:19]([O:21][CH2:22][C:23]3([C:29]#[N:30])[CH2:28][CH2:27][O:26][CH2:25][CH2:24]3)[CH:18]=[N:17][CH:16]=2)=[CH:14][C:9]([NH:8][C@H:5]2[CH2:6][CH2:7][C@H:2]([NH:1][CH2:42][CH2:43][F:44])[CH2:3][CH2:4]2)=[N:10][CH:11]=1. (2) Given the reactants [C:1]([C:3]1[CH:15]=[C:14]2[C:6]([C:7]3[C:8](=[O:25])[C:9]4[CH:21]=[CH:20][C:19]([C:22](O)=[O:23])=[CH:18][C:10]=4[C:11]([CH3:17])([CH3:16])[C:12]=3[NH:13]2)=[CH:5][CH:4]=1)#[N:2].[CH3:26][S:27]([N:30]1[CH2:35][CH2:34][NH:33][CH2:32][CH2:31]1)(=[O:29])=[O:28], predict the reaction product. The product is: [CH3:26][S:27]([N:30]1[CH2:35][CH2:34][N:33]([C:22]([C:19]2[CH:20]=[CH:21][C:9]3[C:8](=[O:25])[C:7]4[C:6]5[C:14](=[CH:15][C:3]([C:1]#[N:2])=[CH:4][CH:5]=5)[NH:13][C:12]=4[C:11]([CH3:16])([CH3:17])[C:10]=3[CH:18]=2)=[O:23])[CH2:32][CH2:31]1)(=[O:29])=[O:28]. (3) Given the reactants COC(C1(N[C:13](=[O:34])[C:14]2[CH:19]=[CH:18][C:17]([O:20][CH3:21])=[C:16]([CH:22](O)[CH2:23][CH:24](O)[C:25]3[CH:26]=[C:27]([CH3:31])[CH:28]=[CH:29][CH:30]=3)[CH:15]=2)CCCCCC1)=O.Cl.[H][H].[CH2:38]([OH:40])C, predict the reaction product. The product is: [CH3:38][O:40][C:13](=[O:34])[C:14]1[CH:19]=[CH:18][C:17]([O:20][CH3:21])=[C:16]([CH2:22][CH2:23][CH2:24][C:25]2[CH:26]=[C:27]([CH3:31])[CH:28]=[CH:29][CH:30]=2)[CH:15]=1. (4) Given the reactants [OH:1][C:2]1([C:13]([NH:15][CH2:16][CH:17]=[CH2:18])=[O:14])[CH2:5][N:4](C(OC(C)(C)C)=O)[CH2:3]1.[ClH:19].O1CCOCC1, predict the reaction product. The product is: [ClH:19].[OH:1][C:2]1([C:13]([NH:15][CH2:16][CH:17]=[CH2:18])=[O:14])[CH2:5][NH:4][CH2:3]1. (5) Given the reactants C([Si](C(C)C)(C(C)C)[O:5][CH2:6][C@H:7]1[CH2:11][CH2:10][CH2:9][N:8]1[C:12]1[N:16]2[CH:17]=[C:18]([O:21][C@H:22]3[C:31]4[C:26](=[CH:27][CH:28]=[CH:29][CH:30]=4)[C@@H:25]([NH2:32])[CH2:24][CH2:23]3)[CH:19]=[CH:20][C:15]2=[N:14][N:13]=1)(C)C.ClC(Cl)(Cl)C[O:42][C:43](=O)[NH:44][C:45]1[N:46]([C:54]2[CH:59]=[CH:58][C:57]([CH3:60])=[CH:56][CH:55]=2)[N:47]=[C:48]([C:50]([CH3:53])([CH3:52])[CH3:51])[CH:49]=1.CCN(C(C)C)C(C)C.N, predict the reaction product. The product is: [C:50]([C:48]1[CH:49]=[C:45]([NH:44][C:43]([NH:32][C@@H:25]2[C:26]3[C:31](=[CH:30][CH:29]=[CH:28][CH:27]=3)[C@H:22]([O:21][C:18]3[CH:19]=[CH:20][C:15]4[N:16]([C:12]([N:8]5[CH2:9][CH2:10][CH2:11][C@@H:7]5[CH2:6][OH:5])=[N:13][N:14]=4)[CH:17]=3)[CH2:23][CH2:24]2)=[O:42])[N:46]([C:54]2[CH:59]=[CH:58][C:57]([CH3:60])=[CH:56][CH:55]=2)[N:47]=1)([CH3:53])([CH3:51])[CH3:52]. (6) The product is: [C:16]([C:14]1[CH:13]=[C:12]([NH:20][S:21]([CH3:24])(=[O:22])=[O:23])[C:11]([O:25][CH3:26])=[C:10]([NH:9][C:8](=[O:27])[NH:28][C:29]2[C:38]3[C:33](=[CH:34][CH:35]=[CH:36][CH:37]=3)[C:32]([O:39][C:40]3[CH:45]=[CH:44][N:43]=[C:42]([NH:46][C:47]4[CH:48]=[C:49]([CH:62]=[C:63]([C:65]#[CH:66])[CH:64]=4)[C:50]([NH:52][C@@H:53]([CH3:61])[CH2:54][N:55]4[CH2:56][CH2:57][O:58][CH2:59][CH2:60]4)=[O:51])[N:41]=3)=[CH:31][CH:30]=2)[CH:15]=1)([CH3:17])([CH3:18])[CH3:19]. Given the reactants C1(O[C:8](=[O:27])[NH:9][C:10]2[CH:15]=[C:14]([C:16]([CH3:19])([CH3:18])[CH3:17])[CH:13]=[C:12]([NH:20][S:21]([CH3:24])(=[O:23])=[O:22])[C:11]=2[O:25][CH3:26])C=CC=CC=1.[NH2:28][C:29]1[C:38]2[C:33](=[CH:34][CH:35]=[CH:36][CH:37]=2)[C:32]([O:39][C:40]2[CH:45]=[CH:44][N:43]=[C:42]([NH:46][C:47]3[CH:48]=[C:49]([CH:62]=[C:63]([C:65]#[CH:66])[CH:64]=3)[C:50]([NH:52][C@@H:53]([CH3:61])[CH2:54][N:55]3[CH2:60][CH2:59][O:58][CH2:57][CH2:56]3)=[O:51])[N:41]=2)=[CH:31][CH:30]=1.C(N(CC)CC)C, predict the reaction product. (7) Given the reactants [CH:1]1([C:4]2[CH:8]=[C:7]([CH:9]3[CH2:11][CH2:10]3)[NH:6][N:5]=2)[CH2:3][CH2:2]1.C1C(=O)N([Br:19])C(=O)C1, predict the reaction product. The product is: [Br:19][C:8]1[C:4]([CH:1]2[CH2:3][CH2:2]2)=[N:5][NH:6][C:7]=1[CH:9]1[CH2:11][CH2:10]1. (8) Given the reactants [NH:1]1[CH2:11][CH2:10][CH:4]([C:5]([O:7]CC)=O)[CH2:3][CH2:2]1.[F:12][C:13]1[CH:14]=[C:15](Br)[CH:16]=[CH:17][C:18]=1[CH3:19].[NH:21]1[CH2:26][CH2:25][S:24][CH2:23][CH2:22]1, predict the reaction product. The product is: [F:12][C:13]1[CH:14]=[C:15]([N:1]2[CH2:2][CH2:3][CH:4]([C:5]([N:21]3[CH2:26][CH2:25][S:24][CH2:23][CH2:22]3)=[O:7])[CH2:10][CH2:11]2)[CH:16]=[CH:17][C:18]=1[CH3:19].